Dataset: Forward reaction prediction with 1.9M reactions from USPTO patents (1976-2016). Task: Predict the product of the given reaction. (1) Given the reactants [OH:1][CH:2]1[CH:8]2[CH2:9][C:5]([C:10](O)=O)([CH2:6][CH2:7]2)[CH2:4][CH2:3]1.Cl.[NH2:14][C:15]1[C:16](=[O:29])[N:17]([CH2:26][CH2:27][CH3:28])[C:18](=[O:25])[N:19]([CH2:22][CH2:23][CH3:24])[C:20]=1[NH2:21], predict the reaction product. The product is: [OH:1][CH:2]1[CH:8]2[CH2:9][C:5]([C:10]3[NH:14][C:15]4[C:16](=[O:29])[N:17]([CH2:26][CH2:27][CH3:28])[C:18](=[O:25])[N:19]([CH2:22][CH2:23][CH3:24])[C:20]=4[N:21]=3)([CH2:6][CH2:7]2)[CH2:4][CH2:3]1. (2) Given the reactants [C:1](OCC)(OCC)(OCC)C.ClC1C(Cl)=CC(N)=C(N)C=1.C1(C)C=CC(S(O)(=O)=O)=CC=1.[Cl:33][C:34]1[C:43]([Cl:44])=[CH:42][C:37]2[N:38]=[C:39]([CH3:41])[NH:40][C:36]=2[CH:35]=1.[OH-].[K+].IC, predict the reaction product. The product is: [Cl:44][C:43]1[C:34]([Cl:33])=[CH:35][C:36]2[N:40]([CH3:1])[C:39]([CH3:41])=[N:38][C:37]=2[CH:42]=1.